This data is from Forward reaction prediction with 1.9M reactions from USPTO patents (1976-2016). The task is: Predict the product of the given reaction. (1) Given the reactants [Cl:1][C:2]1[CH:3]=[C:4]([OH:13])[C:5]2[C:10]([CH:11]=1)=[CH:9][C:8]([Cl:12])=[CH:7][CH:6]=2.[CH3:14][O:15][C:16]1[CH:21]=[CH:20][CH:19]=[CH:18][C:17]=1B(O)O.N1C=CC=CC=1, predict the reaction product. The product is: [Cl:1][C:2]1[CH:3]=[C:4]([O:13][C:17]2[CH:18]=[CH:19][CH:20]=[CH:21][C:16]=2[O:15][CH3:14])[C:5]2[C:10]([CH:11]=1)=[CH:9][C:8]([Cl:12])=[CH:7][CH:6]=2. (2) The product is: [I:1][C:2]1[C:3]2[O:10][C:9]([CH:11]([OH:12])[CH3:13])=[CH:8][C:4]=2[CH:5]=[N:6][CH:7]=1. Given the reactants [I:1][C:2]1[C:3]2[O:10][C:9]([CH:11]=[O:12])=[CH:8][C:4]=2[CH:5]=[N:6][CH:7]=1.[CH3:13][Mg]Br.[Cl-].[NH4+], predict the reaction product. (3) Given the reactants [NH2:1][C:2]1[NH:6][N:5]=[C:4]([NH:7][C:8]2[CH:13]=[CH:12][CH:11]=[C:10]([Cl:14])[CH:9]=2)[C:3]=1[C:15]#[N:16].[Cl:17][C:18]1[N:25]=[CH:24][CH:23]=[CH:22][C:19]=1[CH:20]=O.N1CCCCC1.[BH4-].[Na+], predict the reaction product. The product is: [Cl:14][C:10]1[CH:9]=[C:8]([NH:7][C:4]2[C:3]([C:15]#[N:16])=[C:2]([NH:1][CH2:20][C:19]3[C:18]([Cl:17])=[N:25][CH:24]=[CH:23][CH:22]=3)[NH:6][N:5]=2)[CH:13]=[CH:12][CH:11]=1. (4) Given the reactants Br[C:2]1[N:7]=[C:6]2[N:8]([CH2:12][C:13]3[CH:18]=[CH:17][C:16]([Cl:19])=[CH:15][C:14]=3[O:20][CH3:21])[C:9]([CH3:11])=[N:10][C:5]2=[CH:4][CH:3]=1.CN(C)[CH:24]=[O:25].C(N(CC)CC)C.[C]=O.[CH3:36][OH:37], predict the reaction product. The product is: [Cl:19][C:16]1[CH:17]=[CH:18][C:13]([CH2:12][N:8]2[C:6]3=[N:7][C:2]([C:36]([O:25][CH3:24])=[O:37])=[CH:3][CH:4]=[C:5]3[N:10]=[C:9]2[CH3:11])=[C:14]([O:20][CH3:21])[CH:15]=1. (5) Given the reactants [CH:1]1([C:6]([C:8]2[CH:13]=[C:12]([CH3:14])[CH:11]=[CH:10][C:9]=2[NH:15][C:16](=[O:30])[NH:17][C:18]2[S:19][CH:20]=[C:21]([CH2:23][CH2:24]OS(C)(=O)=O)[N:22]=2)=[O:7])[CH2:5][CH2:4][CH2:3][CH2:2]1.[NH:31]1[CH2:36][CH2:35][NH:34][CH2:33][CH2:32]1, predict the reaction product. The product is: [CH:1]1([C:6]([C:8]2[CH:13]=[C:12]([CH3:14])[CH:11]=[CH:10][C:9]=2[NH:15][C:16]([NH:17][C:18]2[S:19][CH:20]=[C:21]([CH2:23][CH2:24][N:31]3[CH2:36][CH2:35][NH:34][CH2:33][CH2:32]3)[N:22]=2)=[O:30])=[O:7])[CH2:2][CH2:3][CH2:4][CH2:5]1. (6) Given the reactants [I:1][C:2]1[CH:3]=[C:4]([CH:8]=[CH:9][CH:10]=1)[C:5]([OH:7])=O.[CH2:11]([NH2:14])[CH2:12][CH3:13], predict the reaction product. The product is: [CH2:11]([NH:14][C:5](=[O:7])[C:4]1[CH:8]=[CH:9][CH:10]=[C:2]([I:1])[CH:3]=1)[CH2:12][CH3:13]. (7) Given the reactants [CH2:1]([O:3][C:4]([N:6]1[CH2:12][CH:11]([NH2:13])[C:10]2=[N:14][C:15]([C:19]3[CH:24]=[CH:23][N:22]=[CH:21][CH:20]=3)=[CH:16][C:17](=[O:18])[N:9]2[CH2:8][CH2:7]1)=[O:5])[CH3:2].[C:25]([O:29][C:30]([N:32]1[CH2:41][CH2:40][C:39]2[C:34](=[CH:35][C:36]([C:42](O)=[O:43])=[CH:37][CH:38]=2)[CH2:33]1)=[O:31])([CH3:28])([CH3:27])[CH3:26].N1C=CC=CC=1C(O)=O, predict the reaction product. The product is: [CH2:1]([O:3][C:4]([N:6]1[CH2:12][CH:11]([NH:13][C:42]([C:36]2[CH:35]=[C:34]3[C:39]([CH2:40][CH2:41][N:32]([C:30]([O:29][C:25]([CH3:28])([CH3:27])[CH3:26])=[O:31])[CH2:33]3)=[CH:38][CH:37]=2)=[O:43])[C:10]2=[N:14][C:15]([C:19]3[CH:20]=[CH:21][N:22]=[CH:23][CH:24]=3)=[CH:16][C:17](=[O:18])[N:9]2[CH2:8][CH2:7]1)=[O:5])[CH3:2]. (8) Given the reactants [F:1][C:2]1[CH:7]=[CH:6][C:5]([CH2:8][C:9]#[CH:10])=[CH:4][CH:3]=1.[C:11]([O:15][C:16](=[O:38])[CH2:17][O:18][C:19]1[CH:24]=[CH:23][C:22]([CH2:25][N:26]2[N:30]=[N:29][C:28]([C:31]3[CH:36]=[CH:35][CH:34]=[C:33](Br)[CH:32]=3)=[N:27]2)=[CH:21][CH:20]=1)([CH3:14])([CH3:13])[CH3:12].[Na], predict the reaction product. The product is: [C:11]([O:15][C:16](=[O:38])[CH2:17][O:18][C:19]1[CH:24]=[CH:23][C:22]([CH2:25][N:26]2[N:30]=[N:29][C:28]([C:31]3[CH:32]=[CH:33][CH:34]=[C:35]([C:10]#[C:9][CH2:8][C:5]4[CH:6]=[CH:7][C:2]([F:1])=[CH:3][CH:4]=4)[CH:36]=3)=[N:27]2)=[CH:21][CH:20]=1)([CH3:14])([CH3:12])[CH3:13].